The task is: Predict the reaction yield, written as a fraction of the theoretical maximum amount of product (1.0 means a 100% yield; for example, 0.34 means a 34% yield).. This data is from Reaction yield outcomes from USPTO patents with 853,638 reactions. (1) The reactants are [CH2:1]([O:3][C:4](=[O:23])[C:5]([CH3:22])([CH3:21])[CH:6]([C:8]1[CH:9]=[C:10]([O:19][CH3:20])[C:11]2[O:15][C:14]([CH3:17])([CH3:16])[CH2:13][C:12]=2[CH:18]=1)O)[CH3:2].C([SiH](CC)CC)C.C(=O)([O-])O.[Na+]. The catalyst is ClCCl. The product is [CH2:1]([O:3][C:4](=[O:23])[C:5]([CH3:22])([CH3:21])[CH2:6][C:8]1[CH:9]=[C:10]([O:19][CH3:20])[C:11]2[O:15][C:14]([CH3:16])([CH3:17])[CH2:13][C:12]=2[CH:18]=1)[CH3:2]. The yield is 0.910. (2) The product is [CH3:14][O:15][C:16](=[O:49])[NH:17][C@H:18]([C:22]([N:24]1[CH2:28][CH2:27][CH2:26][C@H:25]1[C:29]1[NH:30][CH:31]=[C:32]([C:34]2[CH:35]=[CH:36][C:37]([C:2]3[CH:3]=[C:4]([F:13])[C:5]([NH2:6])=[CH:7][C:8]=3[C:9]([F:12])([F:11])[F:10])=[CH:38][CH:39]=2)[N:33]=1)=[O:23])[CH:19]([CH3:21])[CH3:20]. The reactants are Br[C:2]1[C:8]([C:9]([F:12])([F:11])[F:10])=[CH:7][C:5]([NH2:6])=[C:4]([F:13])[CH:3]=1.[CH3:14][O:15][C:16](=[O:49])[NH:17][C@H:18]([C:22]([N:24]1[CH2:28][CH2:27][CH2:26][C@H:25]1[C:29]1[NH:30][CH:31]=[C:32]([C:34]2[CH:39]=[CH:38][C:37](B3OC(C)(C)C(C)(C)O3)=[CH:36][CH:35]=2)[N:33]=1)=[O:23])[CH:19]([CH3:21])[CH3:20].C1(C)C=CC=CC=1.O.C(=O)([O-])[O-].[K+].[K+]. The catalyst is [Pd].C1(P(C2C=CC=CC=2)C2C=CC=CC=2)C=CC=CC=1.C1(P(C2C=CC=CC=2)C2C=CC=CC=2)C=CC=CC=1.C1(P(C2C=CC=CC=2)C2C=CC=CC=2)C=CC=CC=1.C1(P(C2C=CC=CC=2)C2C=CC=CC=2)C=CC=CC=1. The yield is 0.770. (3) The reactants are N(C([O-])=O)=NC([O-])=O.[N:9]12[CH2:17][CH2:16][CH:13]([CH2:14][CH2:15]1)[N:12]([C:18]([C:20]1[C:24]3[CH:25]=[CH:26][C:27]([OH:29])=[CH:28][C:23]=3[S:22][N:21]=1)=[O:19])[CH2:11][CH2:10]2.[CH:30]1([CH2:33]O)[CH2:32][CH2:31]1.C1(P(C2C=CC=CC=2)C2C=CC=CC=2)C=CC=CC=1. The catalyst is O1CCCC1. The product is [CH:30]1([CH2:33][O:29][C:27]2[CH:26]=[CH:25][C:24]3[C:20]([C:18]([N:12]4[CH:13]5[CH2:14][CH2:15][N:9]([CH2:17][CH2:16]5)[CH2:10][CH2:11]4)=[O:19])=[N:21][S:22][C:23]=3[CH:28]=2)[CH2:32][CH2:31]1. The yield is 0.390. (4) The reactants are [Cl:1][C:2]1[CH:3]=[C:4]([C:8]2[CH:9]=[C:10](N)[CH:11]=[N:12][C:13]=2[O:14][CH3:15])[CH:5]=[CH:6][CH:7]=1.[Br:17]C1C=C(N)C=NC=1OC.C(=O)(O)[O-].[Na+]. The product is [Br:17][C:10]1[CH:9]=[C:8]([C:4]2[CH:5]=[CH:6][CH:7]=[C:2]([Cl:1])[CH:3]=2)[C:13]([O:14][CH3:15])=[N:12][CH:11]=1. The catalyst is C(#N)C. The yield is 0.840. (5) The reactants are CC(C[NH:5][C:6](/[CH:8]=[CH:9]/[CH:10]=[CH:11]/C1C=CC2OCOC=2C=1)=O)C.[O:21]1[C:25]2[CH:26]=[CH:27][C:28]([CH2:30][CH2:31][C:32]([OH:34])=O)=[CH:29][C:24]=2[O:23][CH2:22]1.N1CCCCC1.C(N(CC)CC)C.CS(Cl)(=O)=O. The catalyst is ClCCl. The product is [O:21]1[C:25]2[CH:26]=[CH:27][C:28]([CH2:30][CH2:31][C:32]([N:5]3[CH2:6][CH2:8][CH2:9][CH2:10][CH2:11]3)=[O:34])=[CH:29][C:24]=2[O:23][CH2:22]1. The yield is 0.650. (6) The reactants are C(S[C:4](=[N:8][C:9]1[CH:14]=[CH:13][CH:12]=[CH:11][CH:10]=1)[CH:5]([CH3:7])[CH3:6])C.[CH:15]1[C:24]2[C:19](=[CH:20][CH:21]=[CH:22][CH:23]=2)[CH:18]=[CH:17][C:16]=1[C:25]([NH:27][NH2:28])=O.C(O)CCC. The catalyst is C1(C)C=CC=CC=1. The product is [CH:5]([C:4]1[N:8]([C:9]2[CH:14]=[CH:13][CH:12]=[CH:11][CH:10]=2)[C:25]([C:16]2[CH:17]=[CH:18][C:19]3[C:24](=[CH:23][CH:22]=[CH:21][CH:20]=3)[CH:15]=2)=[N:27][N:28]=1)([CH3:7])[CH3:6]. The yield is 0.370. (7) The reactants are [CH3:1][CH:2]([CH3:47])[C@H:3]([NH:42][C:43](=[O:46])[O:44][CH3:45])[C:4]([N:6]1[CH2:10][C@@H:9]([CH3:11])[CH2:8][C@H:7]1[C:12]1[NH:16][C:15]2[C:17]3[C:22]([CH:23]=[CH:24][C:14]=2[N:13]=1)=[CH:21][C:20]1[C:25]2[C:30]([CH2:31][O:32][C:19]=1[CH:18]=3)=[CH:29][C:28](B1OC(C)(C)C(C)(C)O1)=[CH:27][CH:26]=2)=[O:5].Br[C:49]1[NH:53][C:52]([C@@H:54]2[CH2:58][CH2:57][CH2:56][N:55]2[C:59]([O:61][C:62]([CH3:65])([CH3:64])[CH3:63])=[O:60])=[N:51][CH:50]=1.C([O-])([O-])=O.[K+].[K+]. The catalyst is COCCOC.C1C=CC([P]([Pd]([P](C2C=CC=CC=2)(C2C=CC=CC=2)C2C=CC=CC=2)([P](C2C=CC=CC=2)(C2C=CC=CC=2)C2C=CC=CC=2)[P](C2C=CC=CC=2)(C2C=CC=CC=2)C2C=CC=CC=2)(C2C=CC=CC=2)C2C=CC=CC=2)=CC=1.C1C=CC(P(C2C=CC=CC=2)[C-]2C=CC=C2)=CC=1.C1C=CC(P(C2C=CC=CC=2)[C-]2C=CC=C2)=CC=1.Cl[Pd]Cl.[Fe+2]. The product is [CH3:45][O:44][C:43]([NH:42][C@H:3]([C:4]([N:6]1[CH2:10][C@@H:9]([CH3:11])[CH2:8][C@H:7]1[C:12]1[NH:16][C:15]2[C:17]3[C:22]([CH:23]=[CH:24][C:14]=2[N:13]=1)=[CH:21][C:20]1[C:25]2[C:30]([CH2:31][O:32][C:19]=1[CH:18]=3)=[CH:29][C:28]([C:49]1[NH:53][C:52]([C@@H:54]3[CH2:58][CH2:57][CH2:56][N:55]3[C:59]([O:61][C:62]([CH3:65])([CH3:64])[CH3:63])=[O:60])=[N:51][CH:50]=1)=[CH:27][CH:26]=2)=[O:5])[CH:2]([CH3:1])[CH3:47])=[O:46]. The yield is 0.240. (8) The reactants are [CH3:1][C:2]1[CH:24]=[CH:23][CH:22]=[C:21]([CH3:25])[C:3]=1[CH2:4][NH:5][C:6]1[C:7]2[N:8]([C:12]([CH3:20])=[C:13]([C:15](OCC)=[O:16])[N:14]=2)[CH:9]=[CH:10][CH:11]=1.[H-].[H-].[H-].[H-].[Li+].[Al+3].O.[OH-].[Na+]. The catalyst is O1CCCC1. The product is [CH3:1][C:2]1[CH:24]=[CH:23][CH:22]=[C:21]([CH3:25])[C:3]=1[CH2:4][NH:5][C:6]1[C:7]2[N:8]([C:12]([CH3:20])=[C:13]([CH2:15][OH:16])[N:14]=2)[CH:9]=[CH:10][CH:11]=1. The yield is 0.730.